Task: Predict which catalyst facilitates the given reaction.. Dataset: Catalyst prediction with 721,799 reactions and 888 catalyst types from USPTO (1) Reactant: [C:1]([C:5]1[CH:10]=[CH:9][CH:8]=[CH:7][C:6]=1[N:11]1[CH2:16][CH2:15][N:14]([C:17](=[O:27])[CH2:18][CH:19]2[CH2:24][C:23](=[O:25])[NH:22][C:21](=[O:26])[CH2:20]2)[CH2:13][CH2:12]1)([CH3:4])([CH3:3])[CH3:2].Br[CH2:29][C:30]([O:32][CH3:33])=[O:31].C(=O)([O-])[O-].[K+].[K+].O. Product: [C:1]([C:5]1[CH:10]=[CH:9][CH:8]=[CH:7][C:6]=1[N:11]1[CH2:12][CH2:13][N:14]([C:17](=[O:27])[CH2:18][CH:19]2[CH2:24][C:23](=[O:25])[N:22]([CH2:29][C:30]([O:32][CH3:33])=[O:31])[C:21](=[O:26])[CH2:20]2)[CH2:15][CH2:16]1)([CH3:4])([CH3:2])[CH3:3]. The catalyst class is: 3. (2) Reactant: [CH3:1][O:2][CH2:3][CH2:4][O:5][CH2:6][C:7]1[CH:8]=[C:9]([CH:13]=[CH:14][N:15]=1)[C:10]([OH:12])=O.CN(C(ON1N=NC2C=CC=NC1=2)=[N+](C)C)C.F[P-](F)(F)(F)(F)F.C(N(C(C)C)C(C)C)C.[O:49]1[CH2:54][CH2:53][O:52][CH2:51][CH:50]1[C:55]1[C:63]2[S:62][C:61]([NH2:64])=[N:60][C:59]=2[C:58]([O:65][CH3:66])=[CH:57][CH:56]=1. Product: [O:49]1[CH2:54][CH2:53][O:52][CH2:51][CH:50]1[C:55]1[C:63]2[S:62][C:61]([NH:64][C:10](=[O:12])[C:9]3[CH:13]=[CH:14][N:15]=[C:7]([CH2:6][O:5][CH2:4][CH2:3][O:2][CH3:1])[CH:8]=3)=[N:60][C:59]=2[C:58]([O:65][CH3:66])=[CH:57][CH:56]=1. The catalyst class is: 396. (3) The catalyst class is: 88. Reactant: [CH:1]1([CH2:7][NH:8][C:9](=[O:42])[CH2:10][CH2:11][C:12]2[C:13]([NH:32][CH2:33][C:34]3[CH:39]=[CH:38][C:37]([O:40][CH3:41])=[CH:36][CH:35]=3)=[N:14][C:15]3[C:20]([CH:21]=2)=[CH:19][C:18](B2OC(C)(C)C(C)(C)O2)=[C:17]([F:31])[CH:16]=3)[CH2:6][CH2:5][CH2:4][CH2:3][CH2:2]1.C([O-])(=O)C.[K+].Br[C:49]1[CH:54]=[CH:53][CH:52]=[CH:51][C:50]=1[CH3:55]. Product: [CH:1]1([CH2:7][NH:8][C:9](=[O:42])[CH2:10][CH2:11][C:12]2[C:13]([NH:32][CH2:33][C:34]3[CH:39]=[CH:38][C:37]([O:40][CH3:41])=[CH:36][CH:35]=3)=[N:14][C:15]3[C:20]([CH:21]=2)=[CH:19][C:18]([C:49]2[CH:54]=[CH:53][CH:52]=[CH:51][C:50]=2[CH3:55])=[C:17]([F:31])[CH:16]=3)[CH2:6][CH2:5][CH2:4][CH2:3][CH2:2]1.